From a dataset of Full USPTO retrosynthesis dataset with 1.9M reactions from patents (1976-2016). Predict the reactants needed to synthesize the given product. (1) Given the product [CH2:26]([CH:30]1[CH2:35][CH2:34][N:33]([CH2:2][CH2:3][CH2:4][N:5]2[C:10]3[CH:11]=[CH:12][C:13]([F:16])=[C:14]([F:15])[C:9]=3[O:8][CH2:7][C:6]2=[O:17])[CH2:32][CH2:31]1)[CH2:27][CH2:28][CH3:29], predict the reactants needed to synthesize it. The reactants are: Cl[CH2:2][CH2:3][CH2:4][N:5]1[C:10]2[CH:11]=[CH:12][C:13]([F:16])=[C:14]([F:15])[C:9]=2[O:8][CH2:7][C:6]1=[O:17].C([O-])([O-])=O.[K+].[K+].[Na+].[I-].[CH2:26]([CH:30]1[CH2:35][CH2:34][NH:33][CH2:32][CH2:31]1)[CH2:27][CH2:28][CH3:29]. (2) Given the product [S:1]1[CH:5]=[CH:4][CH:3]=[C:2]1[CH2:6][C:7]([OH:9])=[O:8], predict the reactants needed to synthesize it. The reactants are: [S:1]1[CH:5]=[CH:4][CH:3]=[C:2]1[CH2:6][C:7]([O:9]CC)=[O:8].[OH-].[Na+].Cl. (3) Given the product [CH:21]12[NH:26][CH:24]([CH2:23][CH2:22]1)[CH2:25][C:19]([C:17]1[CH:16]=[C:15]3[C:10]([CH:11]=[CH:12][C:13](=[O:42])[N:14]3[C:34]3[C:35]([Cl:41])=[CH:36][CH:37]=[CH:38][C:39]=3[Cl:40])=[C:9]([C:3]3[CH:4]=[CH:5][C:6]([F:8])=[CH:7][C:2]=3[Cl:1])[N:18]=1)=[CH:20]2, predict the reactants needed to synthesize it. The reactants are: [Cl:1][C:2]1[CH:7]=[C:6]([F:8])[CH:5]=[CH:4][C:3]=1[C:9]1[N:18]=[C:17]([C:19]2[CH2:25][CH:24]3[N:26](C(OC(C)(C)C)=O)[CH:21]([CH2:22][CH2:23]3)[CH:20]=2)[CH:16]=[C:15]2[C:10]=1[CH:11]=[CH:12][C:13](=[O:42])[N:14]2[C:34]1[C:39]([Cl:40])=[CH:38][CH:37]=[CH:36][C:35]=1[Cl:41]. (4) Given the product [CH3:63][C:29]1([CH3:28])[C:53]2[C:33]([CH:34]=[C:35]3[CH:52]=[C:51]4[C:38]([C:39]5[C:44]([C:45]6[C:50]4=[CH:49][CH:48]=[CH:47][CH:46]=6)=[CH:43][CH:42]=[CH:41][CH:40]=5)=[CH:37][C:36]3=2)=[CH:32][C:31]([C:2]2[C:15]3[C:16]4=[C:17]5[C:12](=[CH:13][CH:14]=3)[CH:11]=[CH:10][C:9]([C:18]3[C:27]6[C:22](=[CH:23][CH:24]=[CH:25][CH:26]=6)[CH:21]=[CH:20][CH:19]=3)=[C:8]5[CH:7]=[CH:6][C:5]4=[CH:4][CH:3]=2)=[CH:30]1, predict the reactants needed to synthesize it. The reactants are: Br[C:2]1[C:15]2[C:16]3=[C:17]4[C:12](=[CH:13][CH:14]=2)[CH:11]=[CH:10][C:9]([C:18]2[C:27]5[C:22](=[CH:23][CH:24]=[CH:25][CH:26]=5)[CH:21]=[CH:20][CH:19]=2)=[C:8]4[CH:7]=[CH:6][C:5]3=[CH:4][CH:3]=1.[CH3:28][C:29]1([CH3:63])[C:53]2[C:33]([CH:34]=[C:35]3[CH:52]=[C:51]4[C:38]([C:39]5[C:44]([C:45]6[C:50]4=[CH:49][CH:48]=[CH:47][CH:46]=6)=[CH:43][CH:42]=[CH:41][CH:40]=5)=[CH:37][C:36]3=2)=[CH:32][C:31](B2OC(C)(C)C(C)(C)O2)=[CH:30]1.C([O-])([O-])=O.[Na+].[Na+].CCO.